This data is from Catalyst prediction with 721,799 reactions and 888 catalyst types from USPTO. The task is: Predict which catalyst facilitates the given reaction. (1) Reactant: C([O:4][C@H:5]1[C@@H:29]([O:30]C(=O)C)[C@H:28]([O:34]C(=O)C)[C@@H:27]([CH2:38][O:39]C(=O)C)[O:26][C@@H:6]1[O:7][C:8]1[CH:13]=[CH:12][CH:11]=[C:10]([N:14]2[C:22]3[C:17](=[CH:18][C:19]([N+:23]([O-:25])=[O:24])=[CH:20][CH:21]=3)[CH2:16][CH2:15]2)[CH:9]=1)(=O)C.C[O-].[Na+].C(Cl)Cl.CO.C(O)(=O)C. Product: [O:7]([C:8]1[CH:13]=[CH:12][CH:11]=[C:10]([N:14]2[C:22]3[C:17](=[CH:18][C:19]([N+:23]([O-:25])=[O:24])=[CH:20][CH:21]=3)[CH2:16][CH2:15]2)[CH:9]=1)[C@H:6]1[O:26][C@H:27]([CH2:38][OH:39])[C@@H:28]([OH:34])[C@H:29]([OH:30])[C@@H:5]1[OH:4]. The catalyst class is: 5. (2) The catalyst class is: 1. Reactant: [F:1][C:2]1[CH:41]=[CH:40][C:5]([CH2:6][N:7]2[C:19]3[CH:18]=[C:17](B4OC(C)(C)C(C)(C)O4)[CH:16]=[C:15]([C:29]([NH2:31])=[O:30])[C:14]=3[C:13]3[C:8]2=[CH:9][CH:10]=[C:11]([C:32]([N:34]2[CH2:39][CH2:38][O:37][CH2:36][CH2:35]2)=[O:33])[CH:12]=3)=[CH:4][CH:3]=1.Br[C:43]1[C:44]([CH3:48])=[N:45][O:46][CH:47]=1.IC1C=NOC=1C.P([O-])([O-])([O-])=O.[K+].[K+].[K+]. Product: [F:1][C:2]1[CH:3]=[CH:4][C:5]([CH2:6][N:7]2[C:19]3[CH:18]=[C:17]([C:43]4[C:44]([CH3:48])=[N:45][O:46][CH:47]=4)[CH:16]=[C:15]([C:29]([NH2:31])=[O:30])[C:14]=3[C:13]3[C:8]2=[CH:9][CH:10]=[C:11]([C:32]([N:34]2[CH2:35][CH2:36][O:37][CH2:38][CH2:39]2)=[O:33])[CH:12]=3)=[CH:40][CH:41]=1. (3) Reactant: C([O:9][CH2:10][CH2:11][N:12]1[C:20]2[C:19](Cl)=[N:18][CH:17]=[N:16][C:15]=2[CH:14]=[CH:13]1)(=O)C1C=CC=CC=1.[NH2:22][C:23]1[CH:40]=[CH:39][C:26]([O:27][C:28]2[CH:36]=[C:35]3[C:31]([CH2:32][N:33]([CH3:38])[C:34]3=[O:37])=[CH:30][CH:29]=2)=[C:25]([Cl:41])[CH:24]=1.C(=O)([O-])O.[Na+]. Product: [Cl:41][C:25]1[CH:24]=[C:23]([NH:22][C:19]2[C:20]3[N:12]([CH2:11][CH2:10][OH:9])[CH:13]=[CH:14][C:15]=3[N:16]=[CH:17][N:18]=2)[CH:40]=[CH:39][C:26]=1[O:27][C:28]1[CH:36]=[C:35]2[C:31]([CH2:32][N:33]([CH3:38])[C:34]2=[O:37])=[CH:30][CH:29]=1. The catalyst class is: 32.